Dataset: NCI-60 drug combinations with 297,098 pairs across 59 cell lines. Task: Regression. Given two drug SMILES strings and cell line genomic features, predict the synergy score measuring deviation from expected non-interaction effect. Drug 1: C1CN1P(=S)(N2CC2)N3CC3. Drug 2: CC(C)CN1C=NC2=C1C3=CC=CC=C3N=C2N. Cell line: SW-620. Synergy scores: CSS=28.8, Synergy_ZIP=-9.14, Synergy_Bliss=-5.06, Synergy_Loewe=0.727, Synergy_HSA=-0.106.